From a dataset of Forward reaction prediction with 1.9M reactions from USPTO patents (1976-2016). Predict the product of the given reaction. Given the reactants [CH2:1]([O:8][C:9]([NH:11][CH:12]([C:18]([O:20][CH2:21][CH3:22])=[O:19])[C:13]([O:15][CH2:16][CH3:17])=[O:14])=[O:10])[C:2]1[CH:7]=[CH:6][CH:5]=[CH:4][CH:3]=1.C(=O)([O-])[O-].[K+].[K+].[I-].[K+].Br[CH2:32][C:33]([O:35][CH:36]([CH3:38])[CH3:37])=[O:34].Cl, predict the reaction product. The product is: [CH2:1]([O:8][C:9]([NH:11][C:12]([CH2:32][C:33]([O:35][CH:36]([CH3:38])[CH3:37])=[O:34])([C:13]([O:15][CH2:16][CH3:17])=[O:14])[C:18]([O:20][CH2:21][CH3:22])=[O:19])=[O:10])[C:2]1[CH:3]=[CH:4][CH:5]=[CH:6][CH:7]=1.